Dataset: Reaction yield outcomes from USPTO patents with 853,638 reactions. Task: Predict the reaction yield, written as a fraction of the theoretical maximum amount of product (1.0 means a 100% yield; for example, 0.34 means a 34% yield). The reactants are C(O[BH-](OC(=O)C)OC(=O)C)(=O)C.[Na+].O=[CH:16][CH2:17][CH2:18][C:19]1[CH:34]=[CH:33][C:22]([O:23][C:24]2[CH:32]=[CH:31][C:27]([C:28]([NH2:30])=[O:29])=[CH:26][N:25]=2)=[CH:21][CH:20]=1.[NH2:35][C:36]1[CH:41]=[CH:40][CH:39]=[CH:38][CH:37]=1.[OH-].[Na+]. The catalyst is ClCCCl. The product is [C:36]1([NH:35][CH2:16][CH2:17][CH2:18][C:19]2[CH:34]=[CH:33][C:22]([O:23][C:24]3[CH:32]=[CH:31][C:27]([C:28]([NH2:30])=[O:29])=[CH:26][N:25]=3)=[CH:21][CH:20]=2)[CH:41]=[CH:40][CH:39]=[CH:38][CH:37]=1. The yield is 0.0800.